Dataset: Experimentally validated miRNA-target interactions with 360,000+ pairs, plus equal number of negative samples. Task: Binary Classification. Given a miRNA mature sequence and a target amino acid sequence, predict their likelihood of interaction. (1) The miRNA is hsa-miR-5001-3p with sequence UUCUGCCUCUGUCCAGGUCCUU. The protein sequence of the target gene is MAGRSLCLTRSSVPGTPFPPPVQQPSTPGPDLLALEEEYKRLNAELQAKTADVVQQAKEIIRDRQEVRSRPVSTQMKSCDDEDDYSLRGLLPSEGIVHLHSETKPKTKNIDPVNKVQNKLHSANKGRKTNSSVKLKYSDVQTADDVAIPEDFSDFSLAKTISKIEGQLEEEGLPEYIDDIFSGVSNDIGTEAQIRFLKAKLHVMQEELDNVVCECNKKEDEIQNLKSQVKNFEEDFMRQQRTINMQQSQVEKYKTLFEEANKKYDGLQQQLSSVERELENKRRLQKQAASSQSATEVRLN.... Result: 1 (interaction). (2) The miRNA is mmu-miR-764-3p with sequence AGGAGGCCAUAGUGGCAACUGU. The protein sequence of the target gene is MLRQVLHRGLRTCFSRLGHFIASHPVFFASAPVLISILLGASFSRYQVEESVEHLLAPQHSLAKIERNLVNSLFPVNRSKHRLYSDLQTPGRYGRVIVTSYQKANMLDQHHTDLILKLHTAVTKIQVPRPGFNYTFAHICVLNNDKTCIVDDIVHVLEELKNARATNRTNFAITYPITHLKDGRAVYNGHQLGGVTVHSKDRVKSAEAIQLTYYLQSINSLNDMVAERWESSFCDTVKLFQKSNSKVKIYPYTSSSLREDFQKTSRVSERYLVTSLILVVTMAILCCSMQDCVRSKPWLG.... Result: 0 (no interaction).